Regression. Given two drug SMILES strings and cell line genomic features, predict the synergy score measuring deviation from expected non-interaction effect. From a dataset of NCI-60 drug combinations with 297,098 pairs across 59 cell lines. (1) Drug 1: CC1=C2C(C(=O)C3(C(CC4C(C3C(C(C2(C)C)(CC1OC(=O)C(C(C5=CC=CC=C5)NC(=O)OC(C)(C)C)O)O)OC(=O)C6=CC=CC=C6)(CO4)OC(=O)C)OC)C)OC. Drug 2: C1C(C(OC1N2C=NC3=C(N=C(N=C32)Cl)N)CO)O. Synergy scores: CSS=32.8, Synergy_ZIP=-0.235, Synergy_Bliss=1.46, Synergy_Loewe=-22.5, Synergy_HSA=-0.548. Cell line: OVCAR-4. (2) Drug 1: CC12CCC3C(C1CCC2=O)CC(=C)C4=CC(=O)C=CC34C. Drug 2: CCC1(CC2CC(C3=C(CCN(C2)C1)C4=CC=CC=C4N3)(C5=C(C=C6C(=C5)C78CCN9C7C(C=CC9)(C(C(C8N6C=O)(C(=O)OC)O)OC(=O)C)CC)OC)C(=O)OC)O.OS(=O)(=O)O. Cell line: HCC-2998. Synergy scores: CSS=59.0, Synergy_ZIP=1.60, Synergy_Bliss=4.66, Synergy_Loewe=-12.8, Synergy_HSA=4.81. (3) Drug 1: COC1=NC(=NC2=C1N=CN2C3C(C(C(O3)CO)O)O)N. Drug 2: C1CNP(=O)(OC1)N(CCCl)CCCl. Cell line: MOLT-4. Synergy scores: CSS=62.2, Synergy_ZIP=3.61, Synergy_Bliss=3.70, Synergy_Loewe=-26.2, Synergy_HSA=3.16. (4) Drug 1: CCN(CC)CCNC(=O)C1=C(NC(=C1C)C=C2C3=C(C=CC(=C3)F)NC2=O)C. Drug 2: CCN(CC)CCCC(C)NC1=C2C=C(C=CC2=NC3=C1C=CC(=C3)Cl)OC. Cell line: PC-3. Synergy scores: CSS=18.1, Synergy_ZIP=-7.66, Synergy_Bliss=-3.91, Synergy_Loewe=-9.35, Synergy_HSA=-2.33. (5) Drug 1: CCCCCOC(=O)NC1=NC(=O)N(C=C1F)C2C(C(C(O2)C)O)O. Drug 2: C1=CC=C(C(=C1)C(C2=CC=C(C=C2)Cl)C(Cl)Cl)Cl. Cell line: SNB-19. Synergy scores: CSS=-3.56, Synergy_ZIP=6.40, Synergy_Bliss=5.91, Synergy_Loewe=-0.275, Synergy_HSA=-0.0311. (6) Drug 1: C1C(C(OC1N2C=NC3=C(N=C(N=C32)Cl)N)CO)O. Drug 2: CC1=C(C(=CC=C1)Cl)NC(=O)C2=CN=C(S2)NC3=CC(=NC(=N3)C)N4CCN(CC4)CCO. Cell line: MDA-MB-435. Synergy scores: CSS=28.6, Synergy_ZIP=-8.71, Synergy_Bliss=0.457, Synergy_Loewe=-1.42, Synergy_HSA=0.807.